From a dataset of Full USPTO retrosynthesis dataset with 1.9M reactions from patents (1976-2016). Predict the reactants needed to synthesize the given product. (1) Given the product [CH3:11][C:10]1[O:9][C:8]([C:12]2[CH:17]=[CH:16][C:15]([C:18]([F:21])([F:20])[F:19])=[CH:14][CH:13]=2)=[N:7][C:6]=1[CH2:5][C:1]#[N:2], predict the reactants needed to synthesize it. The reactants are: [C-:1]#[N:2].[Na+].Cl[CH2:5][C:6]1[N:7]=[C:8]([C:12]2[CH:17]=[CH:16][C:15]([C:18]([F:21])([F:20])[F:19])=[CH:14][CH:13]=2)[O:9][C:10]=1[CH3:11]. (2) Given the product [F:26][C:27]1[CH:35]=[CH:34][CH:33]=[C:32]([F:36])[C:28]=1[C:29]([NH:23][C:22]1[CH:21]=[CH:20][C:19]([C:16]2[S:15][C:14]([CH:11]3[CH2:12][CH2:13][CH:8]([CH2:7][C:5]4[O:6][C:2]([CH3:1])=[N:3][N:4]=4)[CH2:9][CH2:10]3)=[N:18][CH:17]=2)=[CH:25][CH:24]=1)=[O:30], predict the reactants needed to synthesize it. The reactants are: [CH3:1][C:2]1[O:6][C:5]([CH2:7][CH:8]2[CH2:13][CH2:12][CH:11]([C:14]3[S:15][C:16]([C:19]4[CH:25]=[CH:24][C:22]([NH2:23])=[CH:21][CH:20]=4)=[CH:17][N:18]=3)[CH2:10][CH2:9]2)=[N:4][N:3]=1.[F:26][C:27]1[CH:35]=[CH:34][CH:33]=[C:32]([F:36])[C:28]=1[C:29](Cl)=[O:30]. (3) Given the product [ClH:1].[NH2:7][C@@H:8]1[C:14](=[O:15])[NH:13][C:12]2[CH:16]=[CH:17][CH:18]=[C:19]([C:20]3[CH:21]=[CH:22][CH:23]=[CH:24][CH:25]=3)[C:11]=2[S:10][CH2:9]1, predict the reactants needed to synthesize it. The reactants are: [ClH:1].CC(C)(C)C(O[NH:7][C@@H:8]1[C:14](=[O:15])[NH:13][C:12]2[CH:16]=[CH:17][CH:18]=[C:19]([C:20]3[CH:25]=[CH:24][CH:23]=[CH:22][CH:21]=3)[C:11]=2[S:10][CH2:9]1)=O. (4) Given the product [Cl:12][C:6]1[CH:7]=[C:8]([Cl:11])[CH:9]=[CH:10][C:5]=1[CH:3]([NH2:13])[CH2:2][CH3:1], predict the reactants needed to synthesize it. The reactants are: [CH3:1][CH2:2][C:3]([C:5]1[CH:10]=[CH:9][C:8]([Cl:11])=[CH:7][C:6]=1[Cl:12])=O.[NH3:13].CO.[BH4-].[Na+].[NH4+].[OH-]. (5) Given the product [NH2:10][C:8]1[CH:7]=[CH:6][C:3]([C:4]#[N:5])=[C:2]([F:1])[CH:9]=1, predict the reactants needed to synthesize it. The reactants are: [F:1][C:2]1[CH:9]=[C:8]([N+:10]([O-])=O)[CH:7]=[CH:6][C:3]=1[C:4]#[N:5].O.O.[Sn](Cl)Cl.C([O-])([O-])=O.[K+].[K+]. (6) Given the product [CH2:1]([O:8][C:9]1[C:10](=[O:30])[N:11]([CH2:21][O:22][CH2:23][C:24]2[CH:25]=[CH:26][CH:27]=[CH:28][CH:29]=2)[C:12](=[O:20])[N:13]([CH2:15][CH2:16][N:17]2[CH2:19][CH2:39][N:34]([CH:31]([CH3:33])[CH3:32])[CH2:35][CH2:18]2)[N:14]=1)[C:2]1[CH:7]=[CH:6][CH:5]=[CH:4][CH:3]=1, predict the reactants needed to synthesize it. The reactants are: [CH2:1]([O:8][C:9]1[C:10](=[O:30])[N:11]([CH2:21][O:22][CH2:23][C:24]2[CH:29]=[CH:28][CH:27]=[CH:26][CH:25]=2)[C:12](=[O:20])[N:13]([CH2:15][CH2:16][N:17]([CH3:19])[CH3:18])[N:14]=1)[C:2]1[CH:7]=[CH:6][CH:5]=[CH:4][CH:3]=1.[CH:31]([N:34]1[CH2:39]CNC[CH2:35]1)([CH3:33])[CH3:32].C(=O)([O-])[O-].[K+].[K+]. (7) Given the product [OH:14][C:13]1[C:25]([C:26]([O:28][CH2:29][CH3:30])=[O:27])=[C:24]([CH3:31])[N:23]=[C:11]([OH:16])[CH:12]=1, predict the reactants needed to synthesize it. The reactants are: ClC1C=C(Cl)C=C(Cl)C=1O.[C:11](O)(=[O:16])[CH2:12][C:13](O)=[O:14].P(Cl)(Cl)(Cl)=O.[NH2:23]/[C:24](/[CH3:31])=[CH:25]\[C:26]([O:28][CH2:29][CH3:30])=[O:27]. (8) Given the product [Br:1][C:2]1[CH:3]=[CH:4][C:5]([O:16][CH2:17][O:18][CH3:19])=[C:6]([C:8]2[N:29]=[C:21]([C:22]3[CH:27]=[CH:26][CH:25]=[CH:24][C:23]=3[Cl:20])[NH:28][C:10](=[O:14])[CH:9]=2)[CH:7]=1, predict the reactants needed to synthesize it. The reactants are: [Br:1][C:2]1[CH:3]=[CH:4][C:5]([O:16][CH2:17][O:18][CH3:19])=[C:6]([C:8](=O)[CH2:9][C:10](=[O:14])COC)[CH:7]=1.[ClH:20].[C:21]([NH2:29])(=[NH:28])[C:22]1[CH:27]=[CH:26][CH:25]=[CH:24][CH:23]=1.C(=O)([O-])[O-].[K+].[K+].OS([O-])(=O)=O.[Na+]. (9) Given the product [CH2:1]([O:3][C:4](=[O:21])[CH:5]([N:6]([CH2:7][C:8]1[CH:9]=[CH:10][CH:11]=[CH:12][CH:13]=1)[CH2:14][C:15]1[CH:20]=[CH:19][CH:18]=[CH:17][CH:16]=1)[CH:33]([CH:30]1[CH2:32][CH2:31]1)[OH:34])[CH3:2], predict the reactants needed to synthesize it. The reactants are: [CH2:1]([O:3][C:4](=[O:21])[CH2:5][N:6]([CH2:14][C:15]1[CH:20]=[CH:19][CH:18]=[CH:17][CH:16]=1)[CH2:7][C:8]1[CH:13]=[CH:12][CH:11]=[CH:10][CH:9]=1)[CH3:2].C([N-]C(C)C)(C)C.[Li+].[CH:30]1([CH:33]=[O:34])[CH2:32][CH2:31]1.[Cl-].[NH4+].